This data is from Reaction yield outcomes from USPTO patents with 853,638 reactions. The task is: Predict the reaction yield, written as a fraction of the theoretical maximum amount of product (1.0 means a 100% yield; for example, 0.34 means a 34% yield). (1) The reactants are Br[CH2:2][CH2:3][CH2:4][N:5]1[C:9]2[CH:10]=[CH:11][CH:12]=[CH:13][C:8]=2[N:7]([C:14]2[CH:19]=[CH:18][CH:17]=[CH:16][C:15]=2[F:20])[S:6]1(=[O:22])=[O:21].C(=O)([O-])[O-].[K+].[K+].[NH:29]1[CH2:34][CH2:33][CH:32]([NH:35][C:36](=[O:42])[O:37][C:38]([CH3:41])([CH3:40])[CH3:39])[CH2:31][CH2:30]1. The catalyst is CN(C=O)C.O. The product is [F:20][C:15]1[CH:16]=[CH:17][CH:18]=[CH:19][C:14]=1[N:7]1[C:8]2[CH:13]=[CH:12][CH:11]=[CH:10][C:9]=2[N:5]([CH2:4][CH2:3][CH2:2][N:29]2[CH2:30][CH2:31][CH:32]([NH:35][C:36](=[O:42])[O:37][C:38]([CH3:40])([CH3:39])[CH3:41])[CH2:33][CH2:34]2)[S:6]1(=[O:22])=[O:21]. The yield is 0.550. (2) The reactants are Cl.[NH2:2][C@H:3]([C:21]([N:23]1[CH2:62][CH2:61][CH2:60][C@H:24]1[C:25]([NH:27][C@H:28]([C:30]([NH:32][C@H:33]([C:50]([O:52][CH2:53][C:54]1[CH:59]=[CH:58][CH:57]=[CH:56][CH:55]=1)=[O:51])[CH2:34][CH2:35][CH2:36][CH2:37][NH:38][C:39]([O:41][CH2:42][C:43]1[CH:49]=[CH:48][CH:47]=[CH:46][C:44]=1[Cl:45])=[O:40])=[O:31])[CH3:29])=[O:26])=[O:22])[CH2:4][CH2:5][CH2:6][NH:7][C:8](=[NH:20])[NH:9][S:10]([C:13]1[CH:19]=[CH:18][C:16]([CH3:17])=[CH:15][CH:14]=1)(=[O:12])=[O:11].[NH:63]([C:84]([O:86][C:87]([CH3:90])([CH3:89])[CH3:88])=[O:85])[C@H:64]([C:81](O)=[O:82])[CH2:65][CH2:66][CH2:67][CH2:68][NH:69][C:70]([O:72][CH2:73][C:74]1[CH:80]=[CH:79][CH:78]=[CH:77][C:75]=1[Cl:76])=[O:71].ON1C2C=CC=CC=2N=N1.C1(N=C=NC2CCCCC2)CCCCC1. The catalyst is O1CCCC1.C(Cl)(Cl)Cl.CO. The yield is 0.810. The product is [NH:63]([C:84]([O:86][C:87]([CH3:90])([CH3:89])[CH3:88])=[O:85])[C@H:64]([C:81]([NH:2][C@H:3]([C:21]([N:23]1[CH2:62][CH2:61][CH2:60][C@H:24]1[C:25]([NH:27][C@H:28]([C:30]([NH:32][C@H:33]([C:50]([O:52][CH2:53][C:54]1[CH:59]=[CH:58][CH:57]=[CH:56][CH:55]=1)=[O:51])[CH2:34][CH2:35][CH2:36][CH2:37][NH:38][C:39]([O:41][CH2:42][C:43]1[CH:49]=[CH:48][CH:47]=[CH:46][C:44]=1[Cl:45])=[O:40])=[O:31])[CH3:29])=[O:26])=[O:22])[CH2:4][CH2:5][CH2:6][NH:7][C:8](=[NH:20])[NH:9][S:10]([C:13]1[CH:14]=[CH:15][C:16]([CH3:17])=[CH:18][CH:19]=1)(=[O:11])=[O:12])=[O:82])[CH2:65][CH2:66][CH2:67][CH2:68][NH:69][C:70]([O:72][CH2:73][C:74]1[CH:80]=[CH:79][CH:78]=[CH:77][C:75]=1[Cl:76])=[O:71].